This data is from Reaction yield outcomes from USPTO patents with 853,638 reactions. The task is: Predict the reaction yield, written as a fraction of the theoretical maximum amount of product (1.0 means a 100% yield; for example, 0.34 means a 34% yield). (1) The yield is 0.800. The product is [C:1]([C:5]1[NH:6][C:7]2[C:12]([CH:13]=1)=[CH:11][CH:10]=[C:9]([N+:14]([O-:16])=[O:15])[CH:8]=2)([CH3:4])([CH3:2])[CH3:3]. The reactants are [C:1]([CH:5]1[CH2:13][C:12]2[C:7](=[CH:8][C:9]([N+:14]([O-:16])=[O:15])=[CH:10][CH:11]=2)[NH:6]1)([CH3:4])([CH3:3])[CH3:2].C(C1C(=O)C(Cl)=C(Cl)C(=O)C=1C#N)#N. The catalyst is O1CCOCC1. (2) The reactants are [F:1][C:2]1[CH:19]=[C:18]([F:20])[CH:17]=[CH:16][C:3]=1[CH2:4][N:5]1[C:10](=[O:11])[CH:9]=[CH:8][C:7]([C:12](OC)=[O:13])=[N:6]1.[BH4-].[Na+].CO. The catalyst is O1CCCC1. The product is [F:1][C:2]1[CH:19]=[C:18]([F:20])[CH:17]=[CH:16][C:3]=1[CH2:4][N:5]1[C:10](=[O:11])[CH:9]=[CH:8][C:7]([CH2:12][OH:13])=[N:6]1. The yield is 0.450. (3) The reactants are [N+:1]([C:4]1[CH:12]=[CH:11][CH:10]=[CH:9][C:5]=1[C:6](Cl)=[O:7])([O-:3])=[O:2].[O:13]1[CH2:17][CH2:16][O:15][CH:14]1[C:18]1[CH:23]=[CH:22][C:21]([C:24]2NN=[N:26][N:25]=2)=[CH:20][CH:19]=1.N1C=CC=CC=1. The catalyst is O. The product is [O:13]1[CH2:17][CH2:16][O:15][CH:14]1[C:18]1[CH:19]=[CH:20][C:21]([C:24]2[O:7][C:6]([C:5]3[CH:9]=[CH:10][CH:11]=[CH:12][C:4]=3[N+:1]([O-:3])=[O:2])=[N:26][N:25]=2)=[CH:22][CH:23]=1. The yield is 0.770. (4) The reactants are [Cl:1][CH2:2][CH2:3][CH2:4][S:5](Cl)(=[O:7])=[O:6].[NH2:9][C:10]1[CH:15]=[CH:14][CH:13]=[CH:12][CH:11]=1. The catalyst is N1C=CC=CC=1. The product is [C:10]1([NH:9][S:5]([CH2:4][CH2:3][CH2:2][Cl:1])(=[O:7])=[O:6])[CH:15]=[CH:14][CH:13]=[CH:12][CH:11]=1. The yield is 0.880. (5) The reactants are [NH2:1][C:2]1[CH:9]=[CH:8][CH:7]=[C:6]([O:10][CH2:11][CH2:12][CH2:13][OH:14])[C:3]=1[C:4]#[N:5].[S:15](Cl)(=[O:18])(=[O:17])[NH2:16]. No catalyst specified. The product is [S:15](=[O:18])(=[O:17])([O:14][CH2:13][CH2:12][CH2:11][O:10][C:6]1[CH:7]=[CH:8][CH:9]=[C:2]([NH:1][S:15](=[O:18])(=[O:17])[NH2:16])[C:3]=1[C:4]#[N:5])[NH2:16]. The yield is 0.300.